Dataset: Forward reaction prediction with 1.9M reactions from USPTO patents (1976-2016). Task: Predict the product of the given reaction. (1) Given the reactants [Cl:1][C:2]1[C:7]([C:8]2[CH:13]=[CH:12][CH:11]=[C:10]([CH:14]=O)[CH:9]=2)=[CH:6][C:5]([CH2:16][NH:17][C:18]([C:20]2[CH:25]=[CH:24][CH:23]=[C:22]([C:26]([NH:28][CH2:29][C:30]3[C:31]([NH:43][CH:44]4[CH2:49][CH2:48][O:47][CH2:46][CH2:45]4)=[C:32]4[CH:40]=[N:39][N:38]([CH2:41][CH3:42])[C:33]4=[N:34][C:35]=3[CH2:36][CH3:37])=[O:27])[CH:21]=2)=[O:19])=[CH:4][CH:3]=1.[N:50]1(C(OC(C)(C)C)=O)[CH2:55][CH2:54][NH:53][CH2:52][CH2:51]1.C(O)(=O)C.C(O[BH-](OC(=O)C)OC(=O)C)(=O)C.[Na+].C(O)(C(F)(F)F)=O, predict the reaction product. The product is: [Cl:1][C:2]1[C:7]([C:8]2[CH:13]=[CH:12][CH:11]=[C:10]([CH2:14][N:50]3[CH2:55][CH2:54][NH:53][CH2:52][CH2:51]3)[CH:9]=2)=[CH:6][C:5]([CH2:16][NH:17][C:18]([C:20]2[CH:25]=[CH:24][CH:23]=[C:22]([C:26]([NH:28][CH2:29][C:30]3[C:31]([NH:43][CH:44]4[CH2:49][CH2:48][O:47][CH2:46][CH2:45]4)=[C:32]4[CH:40]=[N:39][N:38]([CH2:41][CH3:42])[C:33]4=[N:34][C:35]=3[CH2:36][CH3:37])=[O:27])[CH:21]=2)=[O:19])=[CH:4][CH:3]=1. (2) The product is: [O:29]1[CH2:28][CH:27]1[CH2:25][N:4]1[CH2:5][CH2:6][CH2:7][N:1]([C:8]2[N:9]([C:19]3[CH:24]=[CH:23][CH:22]=[CH:21][CH:20]=3)[C:10]3[C:15]([C:16]=2[CH:17]=[O:18])=[CH:14][CH:13]=[CH:12][CH:11]=3)[CH2:2][CH2:3]1. Given the reactants [N:1]1([C:8]2[N:9]([C:19]3[CH:24]=[CH:23][CH:22]=[CH:21][CH:20]=3)[C:10]3[C:15]([C:16]=2[CH:17]=[O:18])=[CH:14][CH:13]=[CH:12][CH:11]=3)[CH2:7][CH2:6][CH2:5][NH:4][CH2:3][CH2:2]1.[CH2:25]([CH:27]1[O:29][CH2:28]1)Br.C(=O)([O-])[O-].[K+].[K+], predict the reaction product. (3) Given the reactants [O:1]1[C:5]([C:6]([O:8]C)=[O:7])=[CH:4][C:3]2[CH2:10][O:11][CH2:12][C:2]1=2.[OH-].[Na+], predict the reaction product. The product is: [O:1]1[C:5]([C:6]([OH:8])=[O:7])=[CH:4][C:3]2[CH2:10][O:11][CH2:12][C:2]1=2. (4) Given the reactants I[C:2]1([O:9][CH3:10])[CH:7]=[C:6]([CH3:8])[CH:5]=[CH:4][CH2:3]1, predict the reaction product. The product is: [CH3:10][O:9][C:2]1[CH:7]=[C:6]([CH3:8])[CH:5]=[CH:4][C:3]=1[C:3]1[CH:4]=[CH:5][C:6]([CH3:8])=[CH:7][C:2]=1[O:9][CH3:10]. (5) Given the reactants [Cl:1][C:2]1[CH:3]=[N+:4]([O-])[CH:5]=[CH:6][CH:7]=1.C[Si](C[C:14]#[N:15])(C)C.C(N(CC)CC)C, predict the reaction product. The product is: [Cl:1][C:2]1[C:3]([C:14]#[N:15])=[N:4][CH:5]=[CH:6][CH:7]=1. (6) Given the reactants Cl.[CH3:2][C:3]1[N:8]=[CH:7][C:6]([CH2:9][CH2:10][N:11]([C:13]2[CH:22]=[CH:21][C:16]([C:17]([O:19]C)=[O:18])=[CH:15][CH:14]=2)N)=[CH:5][CH:4]=1.[NH:23]1[CH2:28][CH2:27][CH2:26][CH2:25][C:24]1=O.S(=O)(=O)(O)O, predict the reaction product. The product is: [CH3:2][C:3]1[N:8]=[CH:7][C:6]([CH2:9][CH2:10][N:11]2[C:13]3[CH:22]=[CH:21][C:16]([C:17]([OH:19])=[O:18])=[CH:15][C:14]=3[C:25]3[CH2:24][NH:23][CH2:28][CH2:27][C:26]2=3)=[CH:5][CH:4]=1.